From a dataset of Full USPTO retrosynthesis dataset with 1.9M reactions from patents (1976-2016). Predict the reactants needed to synthesize the given product. (1) The reactants are: [F:1][C:2]([F:23])([F:22])[C:3]1[CH:8]=[CH:7][CH:6]=[CH:5][C:4]=1[NH:9][C:10]1[NH:14][C:13]2[CH:15]=[CH:16][C:17]([C:19](O)=[O:20])=[CH:18][C:12]=2[N:11]=1.[NH2:24][C:25]1[CH:33]=[CH:32][C:28]2[N:29]=[CH:30][S:31][C:27]=2[CH:26]=1.CN(C(ON1N=NC2C=CC=CC1=2)=[N+](C)C)C.F[P-](F)(F)(F)(F)F. Given the product [S:31]1[C:27]2[CH:26]=[C:25]([NH:24][C:19]([C:17]3[CH:16]=[CH:15][C:13]4[NH:14][C:10]([NH:9][C:4]5[CH:5]=[CH:6][CH:7]=[CH:8][C:3]=5[C:2]([F:22])([F:23])[F:1])=[N:11][C:12]=4[CH:18]=3)=[O:20])[CH:33]=[CH:32][C:28]=2[N:29]=[CH:30]1, predict the reactants needed to synthesize it. (2) The reactants are: [Cl:1][C:2]1[CH:3]=[C:4]([NH:17][C:18]2[C:27]3[C:22](=[CH:23][CH:24]=[C:25]([NH:28][C:29](=[O:38])[CH2:30][CH2:31][NH:32]C(=O)COC)[CH:26]=3)[N:21]=[CH:20][N:19]=2)[CH:5]=[CH:6][C:7]=1[O:8][CH2:9][C:10]1[CH:15]=[CH:14][CH:13]=[C:12]([F:16])[CH:11]=1.C(OC(=O)C(O)=O)C. Given the product [NH2:32][CH2:31][CH2:30][C:29]([NH:28][C:25]1[CH:26]=[C:27]2[C:22](=[CH:23][CH:24]=1)[N:21]=[CH:20][N:19]=[C:18]2[NH:17][C:4]1[CH:5]=[CH:6][C:7]([O:8][CH2:9][C:10]2[CH:15]=[CH:14][CH:13]=[C:12]([F:16])[CH:11]=2)=[C:2]([Cl:1])[CH:3]=1)=[O:38], predict the reactants needed to synthesize it.